This data is from Peptide-MHC class II binding affinity with 134,281 pairs from IEDB. The task is: Regression. Given a peptide amino acid sequence and an MHC pseudo amino acid sequence, predict their binding affinity value. This is MHC class II binding data. The peptide sequence is GQWRGAAGTAAQAAV. The MHC is HLA-DPA10103-DPB10401 with pseudo-sequence HLA-DPA10103-DPB10401. The binding affinity (normalized) is 0.265.